Predict which catalyst facilitates the given reaction. From a dataset of Catalyst prediction with 721,799 reactions and 888 catalyst types from USPTO. (1) Product: [CH3:10][N:9]([CH3:11])[CH2:8][C:7]([NH:19][CH2:20][CH2:21][C:22]1[CH:23]=[CH:24][C:25]([O:28][C:29](=[O:38])[N:30]([CH3:37])[C:31]2[CH:32]=[CH:33][CH:34]=[CH:35][CH:36]=2)=[CH:26][CH:27]=1)=[O:40]. The catalyst class is: 2. Reactant: CCN=C=NC[CH2:7][CH2:8][N:9]([CH3:11])[CH3:10].C(N(CC)CC)C.[NH2:19][CH2:20][CH2:21][C:22]1[CH:27]=[CH:26][C:25]([O:28][C:29](=[O:38])[N:30]([CH3:37])[C:31]2[CH:36]=[CH:35][CH:34]=[CH:33][CH:32]=2)=[CH:24][CH:23]=1.C(O)(C(F)(F)F)=[O:40]. (2) Product: [O:17]1[C:18]2[CH:24]=[CH:23][CH:22]=[CH:21][C:19]=2[N:20]=[C:16]1[C:13]1[CH:14]=[CH:15][C:9]2[N:8]([CH2:1][C:2]3[CH:3]=[CH:4][CH:5]=[CH:6][CH:7]=3)[C:25]([CH3:26])=[N:11][C:10]=2[CH:12]=1. The catalyst class is: 9. Reactant: [CH2:1]([NH:8][C:9]1[CH:15]=[CH:14][C:13]([C:16]2[O:17][C:18]3[CH:24]=[CH:23][CH:22]=[CH:21][C:19]=3[N:20]=2)=[CH:12][C:10]=1[NH2:11])[C:2]1[CH:7]=[CH:6][CH:5]=[CH:4][CH:3]=1.[CH:25](=O)[CH3:26].OOS([O-])=O.[K+].C(=O)([O-])[O-].[K+].[K+]. (3) Reactant: [CH3:1][S:2](Cl)(=[O:4])=[O:3].[NH2:6][C:7]1[CH:8]=[C:9]([CH:15]=[CH:16][C:17]=1[N:18]1[CH2:23][CH2:22][CH2:21][CH2:20][CH:19]1[CH3:24])[C:10]([O:12]CC)=[O:11].[OH-].[Li+].O. Product: [CH3:24][CH:19]1[CH2:20][CH2:21][CH2:22][CH2:23][N:18]1[C:17]1[CH:16]=[CH:15][C:9]([C:10]([OH:12])=[O:11])=[CH:8][C:7]=1[NH:6][S:2]([CH3:1])(=[O:4])=[O:3]. The catalyst class is: 168. (4) The catalyst class is: 47. Product: [Br:8][C:4]1[N:3]=[C:2]([C:18]2[CH:19]=[C:14]([CH:15]=[CH:16][CH:17]=2)[C:9]([O:11][CH2:12][CH3:13])=[O:10])[CH:7]=[CH:6][CH:5]=1. Reactant: Br[C:2]1[CH:7]=[CH:6][CH:5]=[C:4]([Br:8])[N:3]=1.[C:9]([C:14]1[CH:15]=[C:16](B(O)O)[CH:17]=[CH:18][CH:19]=1)([O:11][CH2:12][CH3:13])=[O:10].C(=O)([O-])[O-].[Na+].[Na+].